From a dataset of Forward reaction prediction with 1.9M reactions from USPTO patents (1976-2016). Predict the product of the given reaction. (1) Given the reactants [C:1]([C:5]1[CH:29]=[CH:28][C:8]([C:9]([NH:11][C:12]2[CH:17]=[CH:16][CH:15]=[C:14](B3OC(C)(C)C(C)(C)O3)[C:13]=2[CH3:27])=[O:10])=[CH:7][CH:6]=1)([CH3:4])([CH3:3])[CH3:2].Cl[C:31]1[CH:36]=[CH:35][N:34]=[C:33]2[NH:37][C:38]([C:40]3[CH:48]=[CH:47][C:43]([C:44]([OH:46])=[O:45])=[CH:42][CH:41]=3)=[N:39][C:32]=12.CC(O)C.O.C(=O)([O-])[O-].[K+].[K+], predict the reaction product. The product is: [C:1]([C:5]1[CH:29]=[CH:28][C:8]([C:9]([NH:11][C:12]2[C:13]([CH3:27])=[C:14]([C:31]3[CH:36]=[CH:35][N:34]=[C:33]4[NH:37][C:38]([C:40]5[CH:48]=[CH:47][C:43]([C:44]([OH:46])=[O:45])=[CH:42][CH:41]=5)=[N:39][C:32]=34)[CH:15]=[CH:16][CH:17]=2)=[O:10])=[CH:7][CH:6]=1)([CH3:4])([CH3:2])[CH3:3]. (2) Given the reactants [C:11](OO[C:11](=[O:18])[C:12]1[CH:17]=[CH:16][CH:15]=[CH:14][CH:13]=1)(=[O:18])[C:12]1[CH:17]=[CH:16][CH:15]=[CH:14][CH:13]=1.[OH:19][C:20]1[C:32]2[C:31]3[C:26](=[CH:27][CH:28]=[CH:29][CH:30]=3)[NH:25][C:24]=2[CH:23]=[CH:22][CH:21]=1, predict the reaction product. The product is: [CH2:11]([O:18][C:21]1[CH:22]=[CH:23][C:24]2[NH:25][C:26]3[C:31]([C:32]=2[C:20]=1[OH:19])=[CH:30][CH:29]=[CH:28][CH:27]=3)[C:12]1[CH:13]=[CH:14][CH:15]=[CH:16][CH:17]=1. (3) Given the reactants [CH2:1]([O:8][C:9]1[CH:27]=[CH:26][C:12]([NH:13][CH2:14][C:15]2[CH:25]=[CH:24][C:18]3[N:19]=[C:20]([S:22][CH3:23])[S:21][C:17]=3[CH:16]=2)=[C:11]([N+:28]([O-])=O)[CH:10]=1)[C:2]1[CH:7]=[CH:6][CH:5]=[CH:4][CH:3]=1.CC(O)=O.CO, predict the reaction product. The product is: [CH2:1]([O:8][C:9]1[CH:10]=[C:11]([NH2:28])[C:12]([NH:13][CH2:14][C:15]2[CH:25]=[CH:24][C:18]3[N:19]=[C:20]([S:22][CH3:23])[S:21][C:17]=3[CH:16]=2)=[CH:26][CH:27]=1)[C:2]1[CH:3]=[CH:4][CH:5]=[CH:6][CH:7]=1. (4) Given the reactants [CH3:1][N:2]1[CH:6]=[CH:5][CH:4]=[C:3]1[C:7]([N:9]1[CH2:18][CH2:17][C:16]2[C:11](=[CH:12][CH:13]=[C:14]([C:19]([O:21]C)=O)[CH:15]=2)[CH2:10]1)=[O:8].[K].[NH2:24][OH:25].C(O)(=O)C, predict the reaction product. The product is: [OH:25][NH:24][C:19]([C:14]1[CH:15]=[C:16]2[C:11](=[CH:12][CH:13]=1)[CH2:10][N:9]([C:7]([C:3]1[N:2]([CH3:1])[CH:6]=[CH:5][CH:4]=1)=[O:8])[CH2:18][CH2:17]2)=[O:21]. (5) Given the reactants [NH2:1][C@H:2]([C:5]([OH:7])=[O:6])[CH2:3][SH:4].S(Cl)([Cl:10])=O.[CH3:12]O, predict the reaction product. The product is: [ClH:10].[CH3:12][O:6][C:5](=[O:7])[C@H:2]([CH2:3][SH:4])[NH2:1]. (6) Given the reactants [C:1]([O:5][C:6]([N:8]([CH2:21][CH2:22][NH:23][C:24]([O:26][C:27]([CH3:30])([CH3:29])[CH3:28])=[O:25])[C:9]1[CH:14]=[CH:13][C:12]([CH2:15][C:16]([O:18]C)=[O:17])=[CH:11][N+:10]=1[O-:20])=[O:7])([CH3:4])([CH3:3])[CH3:2].[OH-].[Na+].Cl, predict the reaction product. The product is: [C:1]([O:5][C:6]([N:8]([CH2:21][CH2:22][NH:23][C:24]([O:26][C:27]([CH3:30])([CH3:29])[CH3:28])=[O:25])[C:9]1[CH:14]=[CH:13][C:12]([CH2:15][C:16]([OH:18])=[O:17])=[CH:11][N+:10]=1[O-:20])=[O:7])([CH3:3])([CH3:4])[CH3:2].